This data is from Catalyst prediction with 721,799 reactions and 888 catalyst types from USPTO. The task is: Predict which catalyst facilitates the given reaction. Reactant: BrC1C(F)=CC=C2C=1CC[NH:6]C2CC(OC)=O.S(=O)(=O)(O)O.[C:23]([N:26]1[CH2:35][CH2:34][C:33]2[C:28](=[CH:29][CH:30]=[C:31]([F:37])[C:32]=2[Br:36])[CH:27]1[CH2:38][C:39]([O:41]C)=O)(=[O:25])[CH3:24].C([O-])(O)=O.[Na+]. Product: [Br:36][C:32]1[C:31]([F:37])=[CH:30][CH:29]=[C:28]2[C:33]=1[CH2:34][CH2:35][N:26]1[C:23](=[O:25])[CH2:24][NH:6][C:39](=[O:41])[CH:38]=[C:27]12. The catalyst class is: 72.